Dataset: Catalyst prediction with 721,799 reactions and 888 catalyst types from USPTO. Task: Predict which catalyst facilitates the given reaction. (1) Reactant: [CH3:1][O:2][C:3]1[N:8]=[C:7]([CH2:9]O)[CH:6]=[CH:5][CH:4]=1.S(Cl)([Cl:13])=O.C(=O)([O-])O.[Na+]. Product: [Cl:13][CH2:9][C:7]1[CH:6]=[CH:5][CH:4]=[C:3]([O:2][CH3:1])[N:8]=1. The catalyst class is: 4. (2) Reactant: C(=O)([O-])[O-].[K+].[K+].F[C:8]1[CH:17]=[CH:16][C:11]([C:12]([O:14]C)=[O:13])=[CH:10][C:9]=1[C:18](OC)=O.[Br:22][C:23]1[CH:28]=[CH:27][CH:26]=[CH:25][C:24]=1O.[C:30]([O:33]CC)(=[O:32])[CH3:31]. Product: [CH3:18][C:9]1[C:8]([C:24]2[CH:25]=[CH:26][CH:27]=[CH:28][C:23]=2[Br:22])=[C:31]([C:30]([OH:33])=[O:32])[C:16]([CH3:17])=[C:11]([CH:10]=1)[C:12]([OH:14])=[O:13]. The catalyst class is: 80. (3) Reactant: C(=O)([O-])[O-].[K+].[K+].[CH:7]1([NH:10][C:11]2[CH:19]=[C:18]([F:20])[CH:17]=[C:16]([F:21])[C:12]=2[C:13]([OH:15])=[O:14])[CH2:9][CH2:8]1.Cl[CH2:23][C:24](=[O:26])[CH3:25]. Product: [O:26]=[C:24]([CH3:25])[CH2:23][O:14][C:13](=[O:15])[C:12]1[C:16]([F:21])=[CH:17][C:18]([F:20])=[CH:19][C:11]=1[NH:10][CH:7]1[CH2:8][CH2:9]1. The catalyst class is: 3. (4) Reactant: [NH2:1][C:2]1[CH:7]=[C:6]([C:8]#[N:9])[CH:5]=[CH:4][C:3]=1[NH:10][C:11]1[CH:12]=[C:13]([CH:19]=[CH:20][CH:21]=1)[C:14]([O:16][CH2:17][CH3:18])=[O:15].[C:22](Cl)(=O)[CH3:23].C(=O)([O-])O.[Na+]. Product: [C:8]([C:6]1[CH:5]=[CH:4][C:3]2[N:10]([C:11]3[CH:12]=[C:13]([CH:19]=[CH:20][CH:21]=3)[C:14]([O:16][CH2:17][CH3:18])=[O:15])[C:22]([CH3:23])=[N:1][C:2]=2[CH:7]=1)#[N:9]. The catalyst class is: 1. (5) Reactant: [H-].[Al+3].[Li+].[H-].[H-].[H-].[CH2:7]([N:14]1[C:18](=O)[CH2:17][C:16]([CH2:29][C:30]2[CH:35]=[CH:34][CH:33]=[CH:32][CH:31]=2)([C:20]2[CH:21]=[C:22]3[C:26](=[CH:27][CH:28]=2)[NH:25][CH:24]=[CH:23]3)[C:15]1=O)[C:8]1[CH:13]=[CH:12][CH:11]=[CH:10][CH:9]=1. Product: [CH2:7]([N:14]1[CH2:18][CH2:17][C:16]([C:20]2[CH:21]=[C:22]3[C:26](=[CH:27][CH:28]=2)[NH:25][CH:24]=[CH:23]3)([CH2:29][C:30]2[CH:35]=[CH:34][CH:33]=[CH:32][CH:31]=2)[CH2:15]1)[C:8]1[CH:13]=[CH:12][CH:11]=[CH:10][CH:9]=1. The catalyst class is: 1. (6) Reactant: [Br:1][C:2]1[C:7]([CH:8]=O)=[C:6](F)[C:5]([C:11]([F:14])([F:13])[F:12])=[CH:4][CH:3]=1.O.[NH2:16][NH2:17]. Product: [Br:1][C:2]1[CH:3]=[CH:4][C:5]([C:11]([F:14])([F:13])[F:12])=[C:6]2[C:7]=1[CH:8]=[N:16][NH:17]2. The catalyst class is: 216. (7) Reactant: [Br:1][C:2]1[CH:7]=[CH:6][C:5]([O:8]COC)=[C:4]([O:12][CH:13]2[CH2:16][CH2:15][CH2:14]2)[CH:3]=1.O1CCOCC1.Cl. Product: [Br:1][C:2]1[CH:7]=[CH:6][C:5]([OH:8])=[C:4]([O:12][CH:13]2[CH2:16][CH2:15][CH2:14]2)[CH:3]=1. The catalyst class is: 6. (8) Reactant: [Br-].[Mg+2].[Br-].[C:4]([O:10][CH2:11][N:12]1[C:21](=[O:22])[C:20]2[C:15](=[CH:16][CH:17]=[CH:18][C:19]=2[O:23]C)[N:14]=[CH:13]1)(=[O:9])[C:5]([CH3:8])([CH3:7])[CH3:6]. Product: [C:4]([O:10][CH2:11][N:12]1[C:21](=[O:22])[C:20]2[C:15](=[CH:16][CH:17]=[CH:18][C:19]=2[OH:23])[N:14]=[CH:13]1)(=[O:9])[C:5]([CH3:8])([CH3:7])[CH3:6]. The catalyst class is: 17. (9) Reactant: [CH3:1][O:2][C:3]1[CH:8]=[CH:7][C:6]([C:9](=[O:20])[CH2:10][C:11](=[NH:19])[NH:12][C:13]2[CH:18]=[CH:17][CH:16]=[CH:15][CH:14]=2)=[CH:5][CH:4]=1.[C:21](OC)(=[O:24])[C:22]#[CH:23].C(OCC)C. Product: [NH2:19][C:11]1[N:12]([C:13]2[CH:14]=[CH:15][CH:16]=[CH:17][CH:18]=2)[C:21](=[O:24])[CH:22]=[CH:23][C:10]=1[C:9](=[O:20])[C:6]1[CH:5]=[CH:4][C:3]([O:2][CH3:1])=[CH:8][CH:7]=1. The catalyst class is: 5.